Dataset: Catalyst prediction with 721,799 reactions and 888 catalyst types from USPTO. Task: Predict which catalyst facilitates the given reaction. (1) Reactant: [CH3:1][S-:2].[Na+].Br[CH2:5][C:6]1[CH:7]=[C:8]([CH:13]=[C:14]([CH2:16][C:17]2[C:18]([C:28]3[CH:33]=[CH:32][CH:31]=[CH:30][CH:29]=3)=[N:19][N:20]3[CH:25]=[C:24]([O:26][CH3:27])[CH:23]=[CH:22][C:21]=23)[CH:15]=1)[C:9]([O:11][CH3:12])=[O:10].[Cl-].[NH4+]. Product: [CH3:27][O:26][C:24]1[CH:23]=[CH:22][C:21]2[N:20]([N:19]=[C:18]([C:28]3[CH:33]=[CH:32][CH:31]=[CH:30][CH:29]=3)[C:17]=2[CH2:16][C:14]2[CH:13]=[C:8]([CH:7]=[C:6]([CH2:5][S:2][CH3:1])[CH:15]=2)[C:9]([O:11][CH3:12])=[O:10])[CH:25]=1. The catalyst class is: 5. (2) Reactant: [CH2:1]([N:8]1[CH:16]=[N:15][C:14]2[C:9]1=[N:10][C:11](Cl)=[N:12][C:13]=2[NH2:17])[C:2]1[CH:7]=[CH:6][CH:5]=[CH:4][CH:3]=1.Cl.[CH3:20][O:21][C:22](=[O:25])[CH2:23][NH2:24].C(N(C(C)C)CC)(C)C. Product: [CH2:1]([N:8]1[CH:16]=[N:15][C:14]2[C:9]1=[N:10][C:11]([NH:24][CH2:23][C:22]([O:21][CH3:20])=[O:25])=[N:12][C:13]=2[NH2:17])[C:2]1[CH:7]=[CH:6][CH:5]=[CH:4][CH:3]=1. The catalyst class is: 51. (3) Reactant: [O:1]1[C:5]2[CH:6]=[CH:7][CH:8]=[CH:9][C:4]=2[CH:3]=[C:2]1[CH:10]=[O:11].[BH4-].[Na+].O. Product: [OH:11][CH2:10][C:2]1[O:1][C:5]2[CH:6]=[CH:7][CH:8]=[CH:9][C:4]=2[CH:3]=1. The catalyst class is: 5. (4) Reactant: [CH2:1]([O:3][C:4](=[O:20])[CH:5]([OH:19])[CH2:6][C:7]([C:10]1[CH:15]=[CH:14][C:13]([F:16])=[C:12]([O:17][CH3:18])[CH:11]=1)([CH3:9])[CH3:8])[CH3:2]. Product: [CH2:1]([O:3][C:4](=[O:20])[C:5](=[O:19])[CH2:6][C:7]([C:10]1[CH:15]=[CH:14][C:13]([F:16])=[C:12]([O:17][CH3:18])[CH:11]=1)([CH3:9])[CH3:8])[CH3:2]. The catalyst class is: 4. (5) Reactant: [Cl:1][C:2]1[C:7](N)=[C:6]([C:9]2[CH:14]=[CH:13][CH:12]=[CH:11][C:10]=2[O:15]C)[CH:5]=[CH:4][N:3]=1.S(=O)(=O)(O)O.CC([N+]([O-])=O)(C)C. Product: [Cl:1][C:2]1[C:7]2[O:15][C:10]3[CH:11]=[CH:12][CH:13]=[CH:14][C:9]=3[C:6]=2[CH:5]=[CH:4][N:3]=1. The catalyst class is: 15. (6) Reactant: [OH:1][N:2]=[C:3]([C:14]#[N:15])[C:4]1[CH:9]=[CH:8][C:7]([O:10][CH3:11])=[C:6]([O:12][CH3:13])[CH:5]=1.[CH2:16]([C:28]1[CH:33]=[CH:32][C:31]([S:34](Cl)(=[O:36])=[O:35])=[CH:30][CH:29]=1)[CH2:17][CH2:18][CH2:19][CH2:20][CH2:21][CH2:22][CH2:23][CH2:24][CH2:25][CH2:26][CH3:27].C(N(CC)CC)C.O. Product: [CH2:16]([C:28]1[CH:29]=[CH:30][C:31]([S:34]([O:1][N:2]=[C:3]([C:14]#[N:15])[C:4]2[CH:9]=[CH:8][C:7]([O:10][CH3:11])=[C:6]([O:12][CH3:13])[CH:5]=2)(=[O:36])=[O:35])=[CH:32][CH:33]=1)[CH2:17][CH2:18][CH2:19][CH2:20][CH2:21][CH2:22][CH2:23][CH2:24][CH2:25][CH2:26][CH3:27]. The catalyst class is: 7.